Dataset: Catalyst prediction with 721,799 reactions and 888 catalyst types from USPTO. Task: Predict which catalyst facilitates the given reaction. (1) Reactant: [CH3:1][C:2]1[CH:7]=[CH:6][N:5]=[C:4]2[NH:8][CH:9]=[N:10][C:3]=12.[OH-:11].[K+].I[CH3:14]. Product: [NH4+:5].[OH-:11].[CH3:14][N:8]1[C:4]2=[N:5][CH:6]=[CH:7][C:2]([CH3:1])=[C:3]2[N:10]=[CH:9]1. The catalyst class is: 21. (2) Reactant: [BH4-].[Na+].O.O.O.O.O.O.O.[Cl-].[Ce+3].[Cl-].[Cl-].[C:14]([O:18][C:19]([C@@:21]1([CH2:35][C:36](=[CH2:39])[CH:37]=[O:38])[CH2:25][C:24](=[O:26])[N:23]([C@@H:27]([C:29]2[CH:34]=[CH:33][CH:32]=[CH:31][CH:30]=2)[CH3:28])[CH2:22]1)=[O:20])([CH3:17])([CH3:16])[CH3:15].[Cl-].[NH4+]. Product: [C:14]([O:18][C:19]([C@@:21]1([CH2:35][C:36](=[CH2:39])[CH2:37][OH:38])[CH2:25][C:24](=[O:26])[N:23]([C@@H:27]([C:29]2[CH:34]=[CH:33][CH:32]=[CH:31][CH:30]=2)[CH3:28])[CH2:22]1)=[O:20])([CH3:16])([CH3:15])[CH3:17]. The catalyst class is: 8. (3) Reactant: [N:1]12[CH2:8][CH2:7][CH:4]([CH2:5][CH2:6]1)[C@@H:3]([O:9][C:10]([C:12]1([C:19]3[S:20][CH:21]=[CH:22][CH:23]=3)[CH2:18][CH2:17][CH2:16][CH2:15][CH2:14][CH2:13]1)=[O:11])[CH2:2]2.[Br:24][CH2:25][C:26]([NH:28][C:29]1[CH:34]=[CH:33][CH:32]=[C:31]([F:35])[CH:30]=1)=[O:27].C(OCC)C.CCCC(C)C. Product: [Br-:24].[F:35][C:31]1[CH:30]=[C:29]([NH:28][C:26]([CH2:25][N+:1]23[CH2:6][CH2:5][CH:4]([CH2:7][CH2:8]2)[C@@H:3]([O:9][C:10]([C:12]2([C:19]4[S:20][CH:21]=[CH:22][CH:23]=4)[CH2:18][CH2:17][CH2:16][CH2:15][CH2:14][CH2:13]2)=[O:11])[CH2:2]3)=[O:27])[CH:34]=[CH:33][CH:32]=1. The catalyst class is: 10. (4) Reactant: [CH:1]1([O:6][C:7](=[O:43])[C@H:8]([NH:15][CH2:16][C:17]2[CH:22]=[CH:21][C:20]([NH:23][C:24](=[O:42])[CH2:25][CH2:26][CH2:27][CH2:28][CH2:29][CH2:30][C:31](=[O:41])[NH:32][O:33]C(OCC(C)C)C)=[CH:19][CH:18]=2)[C:9]2[CH:14]=[CH:13][CH:12]=[CH:11][CH:10]=2)[CH2:5][CH2:4][CH2:3][CH2:2]1.Cl. Product: [CH:1]1([O:6][C:7](=[O:43])[C@H:8]([NH:15][CH2:16][C:17]2[CH:18]=[CH:19][C:20]([NH:23][C:24](=[O:42])[CH2:25][CH2:26][CH2:27][CH2:28][CH2:29][CH2:30][C:31](=[O:41])[NH:32][OH:33])=[CH:21][CH:22]=2)[C:9]2[CH:14]=[CH:13][CH:12]=[CH:11][CH:10]=2)[CH2:5][CH2:4][CH2:3][CH2:2]1. The catalyst class is: 135. (5) Reactant: [Cl:1][C:2]1[N:7]=[C:6]([NH:8][CH:9]2[CH2:14][CH2:13][N:12]([C:15]([O:17][C:18]([CH3:21])([CH3:20])[CH3:19])=[O:16])[CH2:11][CH2:10]2)[C:5]([N+:22]([O-])=O)=[CH:4][N:3]=1.O.O.[Sn](Cl)Cl.N. Product: [NH2:22][C:5]1[C:6]([NH:8][CH:9]2[CH2:10][CH2:11][N:12]([C:15]([O:17][C:18]([CH3:21])([CH3:20])[CH3:19])=[O:16])[CH2:13][CH2:14]2)=[N:7][C:2]([Cl:1])=[N:3][CH:4]=1. The catalyst class is: 25. (6) Reactant: [C:1]([O:5][C:6](=[O:27])[CH2:7][C@@H:8]1[NH:14][C:13](=[O:15])[C:12]2[CH:16]=[C:17]([C:20]([OH:22])=O)[CH:18]=[CH:19][C:11]=2[C:10]2[C:23]([CH3:26])=[N:24][O:25][C:9]1=2)([CH3:4])([CH3:3])[CH3:2].C1N=CN(C(N2C=NC=C2)=O)C=1.O[NH:41][C:42](=[NH:44])[CH3:43].O. Product: [C:42]([NH:44][C:20]([C:17]1[CH:18]=[CH:19][C:11]2[C:10]3[C:23]([CH3:26])=[N:24][O:25][C:9]=3[C@H:8]([CH2:7][C:6]([O:5][C:1]([CH3:2])([CH3:4])[CH3:3])=[O:27])[NH:14][C:13](=[O:15])[C:12]=2[CH:16]=1)=[O:22])(=[NH:41])[CH3:43]. The catalyst class is: 23. (7) Reactant: [C:1](Cl)(=[O:5])[C:2](Cl)=O.CN([CH:10]=[O:11])C.[Si:12]([O:19][CH2:20][C:21]1[N:25]2[CH2:26][C:27]3([C:34]4[CH:39]=[CH:38][C:37]([Cl:40])=[CH:36][CH:35]=4)[NH:33][CH2:32][CH2:31][N:28]3[C:29](=[O:30])[C:24]2=[CH:23][CH:22]=1)([C:15]([CH3:18])([CH3:17])[CH3:16])([CH3:14])[CH3:13].[N:41]1C=CC=[CH:43][CH:42]=1. Product: [C:15]([Si:12]([CH3:13])([CH3:14])[O:19][CH2:20][C:21]1[N:25]2[CH2:26][C:27]3([C:34]4[CH:39]=[CH:38][C:37]([Cl:40])=[CH:36][CH:35]=4)[N:33]([C:10]([C:2]4[C:42]([CH3:43])=[N:41][O:5][CH:1]=4)=[O:11])[CH2:32][CH2:31][N:28]3[C:29](=[O:30])[C:24]2=[CH:23][CH:22]=1)([CH3:18])([CH3:16])[CH3:17]. The catalyst class is: 2.